This data is from Forward reaction prediction with 1.9M reactions from USPTO patents (1976-2016). The task is: Predict the product of the given reaction. (1) Given the reactants F[C:2]1[CH:9]=[CH:8][C:7]([C:10]([F:13])([F:12])[F:11])=[CH:6][C:3]=1[C:4]#[N:5].[H-].[Na+].[CH3:16][N:17]1[CH2:21][CH2:20][C@H:19]([OH:22])[CH2:18]1, predict the reaction product. The product is: [CH3:16][N:17]1[CH2:21][CH2:20][C@H:19]([O:22][C:2]2[CH:9]=[CH:8][C:7]([C:10]([F:13])([F:12])[F:11])=[CH:6][C:3]=2[C:4]#[N:5])[CH2:18]1. (2) Given the reactants [CH3:1][C:2]1[C:7]([CH2:8][C:9]2[CH:14]=[CH:13][CH:12]=[C:11]([O:15][C:16]([F:19])([F:18])[F:17])[CH:10]=2)=[C:6]([CH3:20])[N:5]2[N:21]=[CH:22][C:23]([C:24]([OH:26])=O)=[C:4]2[N:3]=1.[CH3:27][O:28][CH2:29][CH2:30][NH2:31], predict the reaction product. The product is: [CH3:27][O:28][CH2:29][CH2:30][NH:31][C:24]([C:23]1[CH:22]=[N:21][N:5]2[C:6]([CH3:20])=[C:7]([CH2:8][C:9]3[CH:14]=[CH:13][CH:12]=[C:11]([O:15][C:16]([F:19])([F:17])[F:18])[CH:10]=3)[C:2]([CH3:1])=[N:3][C:4]=12)=[O:26].